The task is: Binary Classification. Given a drug SMILES string, predict its activity (active/inactive) in a high-throughput screening assay against a specified biological target.. This data is from Choline transporter screen with 302,306 compounds. (1) The molecule is Fc1ccc(Oc2nc(c(cc2C#N)C(OCC)=O)c2ccccc2)cc1. The result is 0 (inactive). (2) The drug is O1C(\C(C(=O)C1(C)C)=C\Nc1ccccc1)(C)C. The result is 0 (inactive). (3) The compound is o1c2c(c(N3CCN(CC3)c3ccccc3)c(N)c1=O)cccc2. The result is 0 (inactive). (4) The drug is S1c2nc(cc(c2N(CCCC(=O)N2CCN(CC2)C(OCC)=O)C(=O)C1)C)C. The result is 0 (inactive). (5) The compound is Clc1cc(C(OCc2c(onc2C)C)=O)cnc1Cl. The result is 1 (active). (6) The drug is S(c1n(c(nn1)CN1CCCCC1)c1ccc(F)cc1)CC(=O)c1ccc(OC)cc1. The result is 0 (inactive). (7) The molecule is Clc1c(CSCC(=O)N)c(Cl)ccc1. The result is 0 (inactive). (8) The drug is Clc1cc(OCc2onc(C(=O)NC(CC)c3ccc(cc3)C)c2)cnc1. The result is 0 (inactive). (9) The molecule is O1C(n2c3ncnc(N)c3nc2)C(O)C(O)C1CO. The result is 1 (active). (10) The compound is Brc1cc2C3N4C(C(C3COc2cc1)C(OCC)=O)(C)C(=O)Nc1c(C4=O)ccc(c1)C. The result is 0 (inactive).